This data is from Forward reaction prediction with 1.9M reactions from USPTO patents (1976-2016). The task is: Predict the product of the given reaction. (1) Given the reactants [C:1]1([C:11]2[NH:12][C:13]3[C:18]([N:19]=2)=[C:17]([O:20][C@H:21]2[CH2:25][CH2:24][C@H:23]([CH2:26][OH:27])[CH2:22]2)[N:16]=[CH:15][N:14]=3)[C:10]2[C:5](=[CH:6][CH:7]=[CH:8][CH:9]=2)[CH:4]=[CH:3][CH:2]=1.Cl[S:29]([NH2:32])(=[O:31])=[O:30], predict the reaction product. The product is: [S:29](=[O:31])(=[O:30])([O:27][CH2:26][C@H:23]1[CH2:24][CH2:25][C@H:21]([O:20][C:17]2[N:16]=[CH:15][N:14]=[C:13]3[C:18]=2[N:19]=[C:11]([C:1]2[C:10]4[C:5](=[CH:6][CH:7]=[CH:8][CH:9]=4)[CH:4]=[CH:3][CH:2]=2)[NH:12]3)[CH2:22]1)[NH2:32]. (2) Given the reactants [C:1]([C:5]1[CH:10]=[CH:9][C:8]([N:11]2[C:15](=[O:16])[C:14]([CH3:18])([CH3:17])[N:13]([CH2:19][C:20]3[CH:25]=[CH:24][N:23]4[O:26][C:27](=S)[N:28]=[C:22]4[CH:21]=3)[C:12]2=[O:30])=[CH:7][CH:6]=1)([CH3:4])([CH3:3])[CH3:2].[NH2:31][CH2:32][CH2:33][N:34]1[CH2:39][CH2:38][CH2:37][CH2:36][CH2:35]1, predict the reaction product. The product is: [C:1]([C:5]1[CH:10]=[CH:9][C:8]([N:11]2[C:15](=[O:16])[C:14]([CH3:18])([CH3:17])[N:13]([CH2:19][C:20]3[CH:25]=[CH:24][N:23]=[C:22]([NH:28][C:27]([NH:31][CH2:32][CH2:33][N:34]4[CH2:39][CH2:38][CH2:37][CH2:36][CH2:35]4)=[O:26])[CH:21]=3)[C:12]2=[O:30])=[CH:7][CH:6]=1)([CH3:4])([CH3:3])[CH3:2]. (3) Given the reactants [I-].[CH3:2][S+](C)(C)=O.[H-].[Na+].[Si:9]([O:26][CH2:27][C@@H:28]([N:32]1[C@H:37]([C:38]2[CH:43]=[CH:42][C:41]([Cl:44])=[CH:40][CH:39]=2)[C@@H:36]([C:45]2[CH:50]=[CH:49][CH:48]=[C:47]([Cl:51])[CH:46]=2)[CH2:35][C@@:34]([C:53](=[CH2:58])[C:54]([O:56][CH3:57])=[O:55])([CH3:52])[C:33]1=[O:59])[CH:29]1[CH2:31][CH2:30]1)([C:22]([CH3:25])([CH3:24])[CH3:23])([C:16]1[CH:21]=[CH:20][CH:19]=[CH:18][CH:17]=1)[C:10]1[CH:15]=[CH:14][CH:13]=[CH:12][CH:11]=1, predict the reaction product. The product is: [Si:9]([O:26][CH2:27][C@@H:28]([N:32]1[C@H:37]([C:38]2[CH:39]=[CH:40][C:41]([Cl:44])=[CH:42][CH:43]=2)[C@@H:36]([C:45]2[CH:50]=[CH:49][CH:48]=[C:47]([Cl:51])[CH:46]=2)[CH2:35][C@@:34]([C:53]2([C:54]([O:56][CH3:57])=[O:55])[CH2:2][CH2:58]2)([CH3:52])[C:33]1=[O:59])[CH:29]1[CH2:30][CH2:31]1)([C:22]([CH3:23])([CH3:24])[CH3:25])([C:16]1[CH:21]=[CH:20][CH:19]=[CH:18][CH:17]=1)[C:10]1[CH:11]=[CH:12][CH:13]=[CH:14][CH:15]=1. (4) Given the reactants [CH3:1][S:2]([C:5]1[CH:12]=[CH:11][C:8]([CH:9]=O)=[CH:7][CH:6]=1)(=[O:4])=[O:3].[Cl:13][C:14]1[CH:20]=[CH:19][C:17]([NH2:18])=[CH:16][CH:15]=1.[SH:21][CH2:22][C:23](O)=[O:24], predict the reaction product. The product is: [Cl:13][C:14]1[CH:20]=[CH:19][C:17]([N:18]2[C:23](=[O:24])[CH2:22][S:21][CH:9]2[C:8]2[CH:11]=[CH:12][C:5]([S:2]([CH3:1])(=[O:4])=[O:3])=[CH:6][CH:7]=2)=[CH:16][CH:15]=1.